This data is from Full USPTO retrosynthesis dataset with 1.9M reactions from patents (1976-2016). The task is: Predict the reactants needed to synthesize the given product. (1) Given the product [C:13]([O:12][C:10]([NH:9][C@@H:8]([CH2:7][CH2:6][C:5](=[O:4])[CH3:1])[C:17]([O:19][CH3:20])=[O:18])=[O:11])([CH3:16])([CH3:15])[CH3:14], predict the reactants needed to synthesize it. The reactants are: [CH3:1][Mg+].[Br-].[O:4]=[C:5]1[N:9]([C:10]([O:12][C:13]([CH3:16])([CH3:15])[CH3:14])=[O:11])[C@H:8]([C:17]([O:19][CH3:20])=[O:18])[CH2:7][CH2:6]1. (2) Given the product [CH3:39][O:38][C:35]1[CH:36]=[CH:37][C:21]([C:19](=[O:20])[C:18]2[CH:17]=[CH:16][C:15]([O:14][CH2:2][C:3]3[O:7][N:6]=[C:5]([C:8]4[CH:13]=[CH:12][CH:11]=[CH:10][CH:9]=4)[CH:4]=3)=[CH:41][CH:40]=2)=[C:22]([CH:34]=1)[O:23][C:24]([CH3:33])([CH3:32])[C:25]([OH:27])=[O:26], predict the reactants needed to synthesize it. The reactants are: Cl[CH2:2][C:3]1[O:7][N:6]=[C:5]([C:8]2[CH:13]=[CH:12][CH:11]=[CH:10][CH:9]=2)[CH:4]=1.[OH:14][C:15]1[CH:41]=[CH:40][C:18]([C:19]([C:21]2[CH:37]=[CH:36][C:35]([O:38][CH3:39])=[CH:34][C:22]=2[O:23][C:24]([CH3:33])([CH3:32])[C:25]([O:27]C(C)(C)C)=[O:26])=[O:20])=[CH:17][CH:16]=1.C(=O)([O-])[O-].[K+].[K+].CN(C)C=O. (3) Given the product [CH3:19][O:18][C:15]1[CH:14]=[CH:13][C:12]([N:7]2[C:6]([C:4]([OH:5])=[O:3])=[CH:10][C:9]([CH3:11])=[N:8]2)=[CH:17][CH:16]=1, predict the reactants needed to synthesize it. The reactants are: C([O:3][C:4]([C:6]1[N:7]([C:12]2[CH:17]=[CH:16][C:15]([O:18][CH3:19])=[CH:14][CH:13]=2)[N:8]=[C:9]([CH3:11])[CH:10]=1)=[O:5])C.CO.C1COCC1.[OH-].[Na+]. (4) Given the product [CH2:48]([C:42]1[CH:43]=[CH:44][C:45]([C:2]2[N:7]=[C:6]([O:8][CH2:9][CH2:10][CH2:11][O:12][C:14]3[CH:15]=[C:16]4[C:20](=[CH:21][CH:22]=3)[C@H:19]([CH2:23][C:24]([OH:26])=[O:25])[CH2:18][CH2:17]4)[CH:5]=[CH:4][N:3]=2)=[CH:46][CH:47]=1)[CH3:49], predict the reactants needed to synthesize it. The reactants are: Cl[C:2]1[N:7]=[C:6]([O:8][CH2:9][CH2:10][CH2:11][OH:12])[CH:5]=[CH:4][N:3]=1.O[C:14]1[CH:15]=[C:16]2[C:20](=[CH:21][CH:22]=1)[C@H:19]([CH2:23][C:24]([O:26]CC)=[O:25])[CH2:18][CH2:17]2.[CH:42]1[CH:47]=[CH:46][C:45](P([C:42]2[CH:47]=[CH:46][CH:45]=[CH:44][CH:43]=2)[C:42]2[CH:47]=[CH:46][CH:45]=[CH:44][CH:43]=2)=[CH:44][CH:43]=1.[CH2:48]1CCN(C(N=NC(N2CCCCC2)=O)=O)C[CH2:49]1. (5) Given the product [C:14]1([O:13][CH2:12][CH2:11][CH2:10][C:9]2[C:5]3[CH:4]=[CH:3][C:2]([C:29]4[CH:30]=[CH:31][CH:32]=[CH:33][C:28]=4[CH3:37])=[CH:27][C:6]=3[S:7][C:8]=2[C:24]([OH:26])=[O:25])[C:23]2[C:18](=[CH:19][CH:20]=[CH:21][CH:22]=2)[CH:17]=[CH:16][CH:15]=1, predict the reactants needed to synthesize it. The reactants are: Cl[C:2]1[CH:3]=[CH:4][C:5]2[C:9]([CH2:10][CH2:11][CH2:12][O:13][C:14]3[C:23]4[C:18](=[CH:19][CH:20]=[CH:21][CH:22]=4)[CH:17]=[CH:16][CH:15]=3)=[C:8]([C:24]([OH:26])=[O:25])[S:7][C:6]=2[CH:27]=1.[C:28]1([CH3:37])[CH:33]=[CH:32][CH:31]=[CH:30][C:29]=1B(O)O.